From a dataset of Full USPTO retrosynthesis dataset with 1.9M reactions from patents (1976-2016). Predict the reactants needed to synthesize the given product. (1) Given the product [CH2:23]([O:30][C:31]([NH:33][C:34]([CH3:41])([CH:39]=[O:40])[C:35]([O:37][CH3:38])=[O:36])=[O:32])[C:24]1[CH:25]=[CH:26][CH:27]=[CH:28][CH:29]=1, predict the reactants needed to synthesize it. The reactants are: CC(OI1(OC(C)=O)(OC(C)=O)OC(=O)C2C=CC=CC1=2)=O.[CH2:23]([O:30][C:31]([NH:33][C:34]([CH3:41])([CH2:39][OH:40])[C:35]([O:37][CH3:38])=[O:36])=[O:32])[C:24]1[CH:29]=[CH:28][CH:27]=[CH:26][CH:25]=1.C(OCC)C.C([O-])(O)=O.[Na+]. (2) The reactants are: [C:1]1([C@H:7]([NH:9][CH2:10]C(O)=O)[CH3:8])[CH:6]=[CH:5][CH:4]=[CH:3][CH:2]=1.[CH2:14]([O:16][C:17](=[O:25])[N:18]([CH2:22][CH:23]=[CH2:24])[CH2:19][CH:20]=O)[CH3:15]. Given the product [C:1]1([C@H:7]([N:9]2[CH:20]3[CH2:19][N:18]([C:17]([O:16][CH2:14][CH3:15])=[O:25])[CH2:22][CH:23]3[CH2:24][CH2:10]2)[CH3:8])[CH:6]=[CH:5][CH:4]=[CH:3][CH:2]=1, predict the reactants needed to synthesize it.